This data is from Forward reaction prediction with 1.9M reactions from USPTO patents (1976-2016). The task is: Predict the product of the given reaction. (1) Given the reactants O(C(C)(C)C)[K].[Br:7][C:8]1[CH:13]=[CH:12][C:11]([NH2:14])=[C:10]([C:15]#[C:16][CH2:17][CH2:18][N:19]2[CH2:23][CH2:22][CH2:21][CH:20]2[CH3:24])[CH:9]=1, predict the reaction product. The product is: [Br:7][C:8]1[CH:9]=[C:10]2[C:11](=[CH:12][CH:13]=1)[NH:14][C:16]([CH2:17][CH2:18][N:19]1[CH2:23][CH2:22][CH2:21][C@H:20]1[CH3:24])=[CH:15]2. (2) Given the reactants [CH:1](/[C:9]1[CH:10]=[CH:11][C:12]2[O:13][CH2:14][C:15](=[O:19])[NH:16][C:17]=2[N:18]=1)=C\C1C=CC=CC=1.CSC.C(Cl)Cl.C[OH:27], predict the reaction product. The product is: [O:19]=[C:15]1[CH2:14][O:13][C:12]2[CH:11]=[CH:10][C:9]([CH:1]=[O:27])=[N:18][C:17]=2[NH:16]1. (3) Given the reactants [CH3:1][O:2][C:3]1[CH:4]=[C:5]([CH:32]=[CH:33][C:34]=1[O:35][CH3:36])[CH2:6][CH:7]1[C:13]2[CH:14]=[C:15]([O:20][CH3:21])[C:16]([O:18][CH3:19])=[CH:17][C:12]=2[CH2:11][CH2:10][CH2:9][N:8]1[CH:22]([C:26]1[CH:31]=[CH:30][CH:29]=[CH:28][CH:27]=1)[C:23]([OH:25])=O.[CH3:37][O:38][CH2:39][CH2:40][CH2:41][NH2:42], predict the reaction product. The product is: [CH3:1][O:2][C:3]1[CH:4]=[C:5]([CH:32]=[CH:33][C:34]=1[O:35][CH3:36])[CH2:6][CH:7]1[C:13]2[CH:14]=[C:15]([O:20][CH3:21])[C:16]([O:18][CH3:19])=[CH:17][C:12]=2[CH2:11][CH2:10][CH2:9][N:8]1[CH:22]([C:26]1[CH:27]=[CH:28][CH:29]=[CH:30][CH:31]=1)[C:23]([NH:42][CH2:41][CH2:40][CH2:39][O:38][CH3:37])=[O:25].